From a dataset of Reaction yield outcomes from USPTO patents with 853,638 reactions. Predict the reaction yield, written as a fraction of the theoretical maximum amount of product (1.0 means a 100% yield; for example, 0.34 means a 34% yield). (1) The reactants are [CH3:1][C:2]1[CH:7]=[C:6]([C:8]2[CH:9]=[CH:10][C:11]3[N:17]4[CH2:18][C@H:14]([CH2:15][CH2:16]4)[NH:13][C:12]=3[N:19]=2)[CH:5]=[CH:4][N:3]=1.Cl[C:21](Cl)([O:23]C(=O)OC(Cl)(Cl)Cl)Cl.[O:32]1[C:36]2[CH:37]=[CH:38][C:39]([NH2:41])=[CH:40][C:35]=2[O:34][CH2:33]1.C(N(C(C)C)C(C)C)C.C([O-])(O)=O.[Na+]. The catalyst is C1COCC1. The product is [O:32]1[C:36]2[CH:37]=[CH:38][C:39]([NH:41][C:21]([N:13]3[C@@H:14]4[CH2:18][N:17]([CH2:16][CH2:15]4)[C:11]4[CH:10]=[CH:9][C:8]([C:6]5[CH:5]=[CH:4][N:3]=[C:2]([CH3:1])[CH:7]=5)=[N:19][C:12]3=4)=[O:23])=[CH:40][C:35]=2[O:34][CH2:33]1. The yield is 0.262. (2) The product is [OH:1][C@@:2]1([C:9]#[C:10][C:11]2[CH:12]=[C:13]([C:17]3[N:22]=[C:21]([C:23]([NH2:34])=[O:25])[CH:20]=[C:19]([C:28]4[CH:33]=[N:32][CH:31]=[CH:30][N:29]=4)[N:18]=3)[CH:14]=[CH:15][CH:16]=2)[CH2:6][CH2:5][N:4]([CH3:7])[C:3]1=[O:8]. The yield is 0.450. No catalyst specified. The reactants are [OH:1][C@@:2]1([C:9]#[C:10][C:11]2[CH:12]=[C:13]([C:17]3[N:22]=[C:21]([C:23]([O:25]CC)=O)[CH:20]=[C:19]([C:28]4[CH:33]=[N:32][CH:31]=[CH:30][N:29]=4)[N:18]=3)[CH:14]=[CH:15][CH:16]=2)[CH2:6][CH2:5][N:4]([CH3:7])[C:3]1=[O:8].[NH3:34]. (3) The reactants are [F:1][C:2]([F:7])([F:6])[C:3]([OH:5])=[O:4].[CH2:8]([S:10]([N:13]1[CH2:18][CH2:17][CH:16]([C:19]2[C:27]3[C:22](=[C:23]([C:41]([NH2:43])=[O:42])[CH:24]=[C:25]([C:28]4[CH:33]=[CH:32][CH:31]=[C:30]([CH:34]([NH:36][CH2:37][CH:38](C)[CH3:39])[CH3:35])[CH:29]=4)[CH:26]=3)[NH:21][CH:20]=2)[CH2:15][CH2:14]1)(=[O:12])=[O:11])[CH3:9].[CH3:44]C(C)CN. No catalyst specified. The product is [F:1][C:2]([F:7])([F:6])[C:3]([OH:5])=[O:4].[CH:37]1([NH:36][CH:34]([C:30]2[CH:29]=[C:28]([C:25]3[CH:26]=[C:27]4[C:22](=[C:23]([C:41]([NH2:43])=[O:42])[CH:24]=3)[NH:21][CH:20]=[C:19]4[CH:16]3[CH2:17][CH2:18][N:13]([S:10]([CH2:8][CH3:9])(=[O:12])=[O:11])[CH2:14][CH2:15]3)[CH:33]=[CH:32][CH:31]=2)[CH3:35])[CH2:38][CH2:39][CH2:44]1. The yield is 0.708. (4) The reactants are [NH:1]([C:3]1[CH:8]=[C:7]([C:9]#[N:10])[CH:6]=[CH:5][N:4]=1)[NH2:2].O=[C:12]([CH:19]([C:21]1[CH:26]=[CH:25][CH:24]=[CH:23][CH:22]=1)[CH3:20])[CH2:13][C:14](OCC)=[O:15]. No catalyst specified. The product is [OH:15][C:14]1[N:1]([C:3]2[CH:8]=[C:7]([C:9]#[N:10])[CH:6]=[CH:5][N:4]=2)[N:2]=[C:12]([CH:19]([C:21]2[CH:22]=[CH:23][CH:24]=[CH:25][CH:26]=2)[CH3:20])[CH:13]=1. The yield is 0.400. (5) The reactants are Br[C:2]1[S:6][C:5]([C:7]2[CH:8]=[CH:9][C:10]([F:15])=[C:11]([CH:14]=2)[C:12]#[N:13])=[N:4][N:3]=1.[C:16]([Si:20]([CH3:41])([CH3:40])[O:21][C@@H:22]1[C:30]2[C:25](=[C:26](B3OC(C)(C)C(C)(C)O3)[CH:27]=[CH:28][CH:29]=2)[CH2:24][CH2:23]1)([CH3:19])([CH3:18])[CH3:17].C(=O)([O-])[O-].[K+].[K+]. The catalyst is COCCOC.O. The product is [Si:20]([O:21][C@@H:22]1[C:30]2[C:25](=[C:26]([C:2]3[S:6][C:5]([C:7]4[CH:8]=[CH:9][C:10]([F:15])=[C:11]([CH:14]=4)[C:12]#[N:13])=[N:4][N:3]=3)[CH:27]=[CH:28][CH:29]=2)[CH2:24][CH2:23]1)([C:16]([CH3:19])([CH3:18])[CH3:17])([CH3:41])[CH3:40]. The yield is 0.440. (6) The reactants are N(C(N1CCCCC1)=O)=NC(N1CCCCC1)=O.[Cl:19][C:20]1[CH:39]=[CH:38][C:23]([NH:24][C:25]2[C:34]3[C:29](=[CH:30][C:31]([OH:37])=[C:32]([O:35][CH3:36])[CH:33]=3)[N:28]=[CH:27][N:26]=2)=[C:22]([F:40])[CH:21]=1.[O:41]1[CH2:45][CH2:44][CH:43]([CH2:46]O)[CH2:42]1.C(P(CCCC)CCCC)CCC. The catalyst is C(Cl)Cl.CCOCC. The product is [Cl:19][C:20]1[CH:39]=[CH:38][C:23]([NH:24][C:25]2[C:34]3[C:29](=[CH:30][C:31]([O:37][CH2:46][CH:43]4[CH2:44][CH2:45][O:41][CH2:42]4)=[C:32]([O:35][CH3:36])[CH:33]=3)[N:28]=[CH:27][N:26]=2)=[C:22]([F:40])[CH:21]=1. The yield is 0.310. (7) The reactants are C([Li])CCC.[Br:6][C:7]1[CH:12]=[CH:11][C:10]([F:13])=[C:9](I)[CH:8]=1.B(F)(F)F.CCOCC.[N:24]1[O:25][CH2:26][CH:27]2[CH2:31][N:30]([C:32]([O:34][CH2:35][C:36]3[CH:41]=[CH:40][CH:39]=[CH:38][CH:37]=3)=[O:33])[CH2:29][C:28]=12. The catalyst is O1CCCC1. The product is [Br:6][C:7]1[CH:12]=[CH:11][C:10]([F:13])=[C:9]([C:28]23[CH2:29][N:30]([C:32]([O:34][CH2:35][C:36]4[CH:41]=[CH:40][CH:39]=[CH:38][CH:37]=4)=[O:33])[CH2:31][CH:27]2[CH2:26][O:25][NH:24]3)[CH:8]=1. The yield is 0.270.